This data is from Peptide-MHC class I binding affinity with 185,985 pairs from IEDB/IMGT. The task is: Regression. Given a peptide amino acid sequence and an MHC pseudo amino acid sequence, predict their binding affinity value. This is MHC class I binding data. (1) The peptide sequence is AAIDLSHFL. The MHC is HLA-A24:02 with pseudo-sequence HLA-A24:02. The binding affinity (normalized) is 0.0497. (2) The peptide sequence is APRELLQYI. The MHC is HLA-B51:01 with pseudo-sequence HLA-B51:01. The binding affinity (normalized) is 0.315.